From a dataset of Forward reaction prediction with 1.9M reactions from USPTO patents (1976-2016). Predict the product of the given reaction. (1) Given the reactants [CH3:1][C:2]1[CH:7]=[C:6]([CH3:8])[N:5]=[C:4]([O:9][C@H:10]2[C@:13]3([C:30]4[CH:35]=[CH:34][CH:33]=[CH:32][CH:31]=4)[C:14]4[CH:29]=[CH:28][CH:27]=[CH:26][C:15]=4[N:16]([CH2:20][C:21]4[NH:25][N:24]=[N:23][N:22]=4)[C:17](=[O:19])[CH2:18][N:12]3[C:11]2=[O:36])[N:3]=1.[OH:37][Li].O, predict the reaction product. The product is: [CH3:1][C:2]1[CH:7]=[C:6]([CH3:8])[N:5]=[C:4]([O:9][C@@H:10]([C@@:13]2([C:30]3[CH:31]=[CH:32][CH:33]=[CH:34][CH:35]=3)[NH:12][CH2:18][C:17](=[O:19])[N:16]([CH2:20][C:21]3[NH:25][N:24]=[N:23][N:22]=3)[C:15]3[CH:26]=[CH:27][CH:28]=[CH:29][C:14]2=3)[C:11]([OH:36])=[O:37])[N:3]=1. (2) Given the reactants [Br:1][C:2]1[C:25]([F:26])=[CH:24][C:5]2[O:6][C@:7]([C:17]3[CH:22]=[CH:21][C:20]([Cl:23])=[CH:19][CH:18]=3)([C:9]3[CH:14]=[CH:13][C:12]([Cl:15])=[CH:11][C:10]=3[Cl:16])[O:8][C:4]=2[CH:3]=1, predict the reaction product. The product is: [Br:1][C:2]1[C:25]([F:26])=[CH:24][C:5]2[O:6][C@:7]([C:17]3[CH:18]=[CH:19][C:20]([Cl:23])=[CH:21][CH:22]=3)([C:9]3[CH:14]=[CH:13][C:12]([Cl:15])=[CH:11][C:10]=3[Cl:16])[O:8][C:4]=2[CH:3]=1.[Br:1][C:2]1[C:25]([F:26])=[CH:24][C:5]2[O:6][C:7]([C:17]3[CH:18]=[CH:19][C:20]([Cl:23])=[CH:21][CH:22]=3)([C:9]3[CH:14]=[CH:13][C:12]([Cl:15])=[CH:11][C:10]=3[Cl:16])[O:8][C:4]=2[CH:3]=1. (3) Given the reactants [Cl-].[Cl:2][C:3]1[C:8]([CH3:9])=[CH:7][NH+:6]=[C:5]([CH2:10]Cl)[C:4]=1[CH3:12].[CH3:13][O:14][C:15]1[N:20]=[C:19]2[N:21]=[C:22]([SH:24])[NH:23][C:18]2=[CH:17][CH:16]=1, predict the reaction product. The product is: [CH3:13][O:14][C:15]1[N:20]=[C:19]2[N:21]=[C:22]([S:24][CH2:10][C:5]3[C:4]([CH3:12])=[C:3]([Cl:2])[C:8]([CH3:9])=[CH:7][N:6]=3)[NH:23][C:18]2=[CH:17][CH:16]=1. (4) The product is: [N:21]([CH:8]1[C:9](=[O:10])[N:3]([CH2:1][CH3:2])[C:4]2[CH:15]=[CH:14][C:13]([N+:16]([O-:18])=[O:17])=[C:12]([O:19][CH3:20])[C:5]=2[CH2:6][CH2:7]1)=[N+:22]=[N-:23]. Given the reactants [CH2:1]([N:3]1[C:9](=[O:10])[CH:8](I)[CH2:7][CH2:6][C:5]2[C:12]([O:19][CH3:20])=[C:13]([N+:16]([O-:18])=[O:17])[CH:14]=[CH:15][C:4]1=2)[CH3:2].[N-:21]=[N+:22]=[N-:23].[Na+], predict the reaction product. (5) Given the reactants [F:1][C:2]1[CH:3]=[C:4]([CH:7]=[CH:8][C:9]=1[CH3:10])[CH2:5][NH2:6].C(N(C(C)C)C(C)C)C.[Br:20][CH:21]([CH2:25][CH2:26][Br:27])[C:22](Cl)=[O:23], predict the reaction product. The product is: [Br:20][CH:21]([CH2:25][CH2:26][Br:27])[C:22]([NH:6][CH2:5][C:4]1[CH:7]=[CH:8][C:9]([CH3:10])=[C:2]([F:1])[CH:3]=1)=[O:23]. (6) Given the reactants [F-].C([N+](CCCC)(CCCC)CCCC)CCC.[C:19]([O:23][C:24]([N:26]1[CH2:31][CH2:30][N:29]([C@H:32]([C:41](C2C=CC=CC=2)(C2C=CC=CC=2)[O:42][SiH2]C(C)(C)C)[CH2:33][CH2:34][N:35]2[CH2:40][CH2:39][CH2:38][CH2:37][CH2:36]2)[C:28](=[O:60])[C@@H:27]1[CH3:61])=[O:25])([CH3:22])([CH3:21])[CH3:20], predict the reaction product. The product is: [C:19]([O:23][C:24]([N:26]1[CH2:31][CH2:30][N:29]([C@H:32]([CH2:41][OH:42])[CH2:33][CH2:34][N:35]2[CH2:36][CH2:37][CH2:38][CH2:39][CH2:40]2)[C:28](=[O:60])[C@@H:27]1[CH3:61])=[O:25])([CH3:20])([CH3:22])[CH3:21]. (7) Given the reactants [CH2:1]([N:3]([CH2:33][CH3:34])[C:4](=[O:32])[CH:5]([CH2:22][C:23]1[CH:28]=[CH:27][C:26]([N+:29]([O-:31])=[O:30])=[CH:25][CH:24]=1)[C:6]([NH:8][S:9]([C:12]1[CH:21]=[CH:20][C:19]2[C:14](=[CH:15][CH:16]=[CH:17][CH:18]=2)[CH:13]=1)(=[O:11])=[O:10])=[O:7])[CH3:2].C(N[C:38]1[CH:43]=CC=[CH:40][CH:39]=1)C, predict the reaction product. The product is: [CH2:33]([N:3]([C:1]1[CH:40]=[CH:39][CH:38]=[CH:43][CH:2]=1)[C:4](=[O:32])[CH:5]([CH2:22][C:23]1[CH:24]=[CH:25][C:26]([N+:29]([O-:31])=[O:30])=[CH:27][CH:28]=1)[C:6]([NH:8][S:9]([C:12]1[CH:21]=[CH:20][C:19]2[C:14](=[CH:15][CH:16]=[CH:17][CH:18]=2)[CH:13]=1)(=[O:10])=[O:11])=[O:7])[CH3:34]. (8) The product is: [F:23][C:19]1[CH:18]=[C:17]([C:9]2[C:10]3[C:15]([NH2:16])=[N:14][CH:13]=[N:12][C:11]=3[N:7]([CH:5]3[CH2:4][CH:3]([CH2:2][N:1]4[CH2:35][CH2:34][CH2:33][CH2:32]4)[CH2:6]3)[CH:8]=2)[CH:22]=[CH:21][CH:20]=1. Given the reactants [NH2:1][CH2:2][CH:3]1[CH2:6][CH:5]([N:7]2[C:11]3[N:12]=[CH:13][N:14]=[C:15]([NH2:16])[C:10]=3[C:9]([C:17]3[CH:22]=[CH:21][CH:20]=[C:19]([F:23])[CH:18]=3)=[CH:8]2)[CH2:4]1.C(N(CC)CC)C.Br[CH2:32][CH2:33][CH2:34][CH2:35]Br, predict the reaction product.